This data is from Reaction yield outcomes from USPTO patents with 853,638 reactions. The task is: Predict the reaction yield, written as a fraction of the theoretical maximum amount of product (1.0 means a 100% yield; for example, 0.34 means a 34% yield). (1) The reactants are [OH:1][C:2]1[CH:7]=[CH:6][NH:5][C:4](=[O:8])[CH:3]=1.CS(O[CH:14]1[CH2:19][CH2:18][N:17]([C:20]([O:22][C:23]([CH3:26])([CH3:25])[CH3:24])=[O:21])[CH2:16][CH2:15]1)(=O)=O.C(=O)([O-])[O-].[K+].[K+]. The catalyst is CN(C=O)C.CCOC(C)=O.O. The product is [O:8]=[C:4]1[CH:3]=[C:2]([O:1][CH:14]2[CH2:19][CH2:18][N:17]([C:20]([O:22][C:23]([CH3:26])([CH3:25])[CH3:24])=[O:21])[CH2:16][CH2:15]2)[CH:7]=[CH:6][NH:5]1. The yield is 0.387. (2) The reactants are [OH:1][CH2:2][C@@H:3]1[CH2:7][C@@H:6]([N:8]2[C:12]3[N:13]=[CH:14][N:15]=[C:16]([S:17][C:18]4[CH:23]=[CH:22][CH:21]=[CH:20][CH:19]=4)[C:11]=3[CH:10]=[CH:9]2)[C@H:5]([OH:24])[C@@H:4]1[OH:25].CO[C:28](OC)([CH3:30])[CH3:29].O.C1(C)C=CC(S(O)(=O)=O)=CC=1. The catalyst is CC(C)=O. The product is [CH3:29][C:28]1([CH3:30])[O:24][C@H:5]2[C@H:6]([N:8]3[C:12]4[N:13]=[CH:14][N:15]=[C:16]([S:17][C:18]5[CH:19]=[CH:20][CH:21]=[CH:22][CH:23]=5)[C:11]=4[CH:10]=[CH:9]3)[CH2:7][C@@H:3]([CH2:2][OH:1])[C@H:4]2[O:25]1. The yield is 0.990. (3) The reactants are [Br:1][C:2]1[CH:7]=[CH:6][C:5]([CH:8]([C:19]2[CH:24]=[CH:23][CH:22]=[CH:21][C:20]=2[CH3:25])[CH2:9][C:10]([C@H:12]2[CH2:17][CH2:16][C@H:15]([OH:18])[CH2:14][CH2:13]2)=O)=[CH:4][CH:3]=1.Cl.[NH2:27][OH:28].C(=O)([O-])O.[Na+].C(O)C. The catalyst is O. The product is [Br:1][C:2]1[CH:7]=[CH:6][C:5]([CH:8]([C:19]2[CH:24]=[CH:23][CH:22]=[CH:21][C:20]=2[CH3:25])[CH2:9]/[C:10](/[C@H:12]2[CH2:17][CH2:16][C@H:15]([OH:18])[CH2:14][CH2:13]2)=[N:27]\[OH:28])=[CH:4][CH:3]=1. The yield is 0.730.